This data is from Catalyst prediction with 721,799 reactions and 888 catalyst types from USPTO. The task is: Predict which catalyst facilitates the given reaction. Reactant: Br[C:2]1[CH:3]=[N:4][N:5]([CH3:18])[C:6]=1[C:7]1[CH:8]=[C:9]([C:14]([O:16][CH3:17])=[O:15])[S:10][C:11]=1[CH2:12][CH3:13].[C:19](=O)([O-])[O-].[K+].[K+].CB1OB(C)OB(C)O1. Product: [CH3:18][N:5]1[C:6]([C:7]2[CH:8]=[C:9]([C:14]([O:16][CH3:17])=[O:15])[S:10][C:11]=2[CH2:12][CH3:13])=[C:2]([CH3:19])[CH:3]=[N:4]1. The catalyst class is: 423.